Dataset: Reaction yield outcomes from USPTO patents with 853,638 reactions. Task: Predict the reaction yield, written as a fraction of the theoretical maximum amount of product (1.0 means a 100% yield; for example, 0.34 means a 34% yield). (1) The reactants are [Cl:1][C:2]1[CH:6]=[N:5][N:4]([CH3:7])[C:3]=1[C:8]1[CH:9]=[C:10]([NH2:16])[CH:11]=[CH:12][C:13]=1[O:14][CH3:15].[C:17]([C:20]1[CH:21]=[C:22]([N:26]=[C:27]=[O:28])[CH:23]=[CH:24][CH:25]=1)(=[O:19])[CH3:18]. No catalyst specified. The product is [C:17]([C:20]1[CH:21]=[C:22]([NH:26][C:27]([NH:16][C:10]2[CH:11]=[CH:12][C:13]([O:14][CH3:15])=[C:8]([C:3]3[N:4]([CH3:7])[N:5]=[CH:6][C:2]=3[Cl:1])[CH:9]=2)=[O:28])[CH:23]=[CH:24][CH:25]=1)(=[O:19])[CH3:18]. The yield is 0.0600. (2) The reactants are [Cl:1][C:2]1[CH:3]=[C:4](B2OC(C)(C)C(C)(C)O2)[CH:5]=[CH:6][CH:7]=1.[C:17](=[O:20])([O-])[O-:18].[Cs+].[Cs+].COC([C:27]1[CH:28]=[N:29][CH:30]=[C:31](Br)[CH:32]=1)=O.[CH2:34](COC)OC. The catalyst is C1C=CC([P]([Pd]([P](C2C=CC=CC=2)(C2C=CC=CC=2)C2C=CC=CC=2)([P](C2C=CC=CC=2)(C2C=CC=CC=2)C2C=CC=CC=2)[P](C2C=CC=CC=2)(C2C=CC=CC=2)C2C=CC=CC=2)(C2C=CC=CC=2)C2C=CC=CC=2)=CC=1. The product is [CH3:34][O:18][C:17]([C:28]1[CH:27]=[CH:32][CH:31]=[C:30]([C:4]2[CH:5]=[CH:6][CH:7]=[C:2]([Cl:1])[CH:3]=2)[N:29]=1)=[O:20]. The yield is 0.830. (3) The reactants are C[O:2][C:3]1[CH:4]=[C:5]([CH:8]=[CH:9][C:10]=1[O:11]C)[C:6]#[N:7].COC1C=C(C=CC=1O)C#N.[Br-].[Li+]. No catalyst specified. The product is [OH:2][C:3]1[CH:4]=[C:5]([CH:8]=[CH:9][C:10]=1[OH:11])[C:6]#[N:7]. The yield is 0.650. (4) The product is [CH2:1]([C@@H:4]1[CH2:9][C@H:8]([C:10]2[CH:15]=[CH:14][CH:13]=[C:12]([Cl:16])[CH:11]=2)[C@@H:7]([C:17]2[CH:22]=[CH:21][C:20]([Cl:23])=[CH:19][CH:18]=2)[N:6]([CH:26]([CH2:29][CH3:30])[CH2:27][CH3:28])[C:5]1=[O:24])[CH:2]=[CH2:3]. The reactants are [CH2:1]([C@@H:4]1[CH2:9][C@H:8]([C:10]2[CH:15]=[CH:14][CH:13]=[C:12]([Cl:16])[CH:11]=2)[C@@H:7]([C:17]2[CH:22]=[CH:21][C:20]([Cl:23])=[CH:19][CH:18]=2)[NH:6][C:5]1=[O:24])[CH:2]=[CH2:3].Br[CH:26]([CH2:29][CH3:30])[CH2:27][CH3:28].[H-].[Na+]. No catalyst specified. The yield is 0.710. (5) The reactants are [Cl:1][C:2]1[C:3]([CH3:40])=[C:4]([C:18]2[CH:23]=[CH:22][CH:21]=[C:20]([CH2:24][O:25][C:26]3[CH:39]=[CH:38][C:29]4[C@H:30]([CH2:33][C:34]([O:36]C)=[O:35])[CH2:31][O:32][C:28]=4[CH:27]=3)[CH:19]=2)[C:5]([CH3:17])=[C:6]([Cl:16])[C:7]=1[O:8][CH2:9][CH2:10][CH2:11][S:12]([CH3:15])(=[O:14])=[O:13].CO.[OH-].[Na+].C(O)(=O)CC(CC(O)=O)(C(O)=O)O. The catalyst is O.O1CCCC1. The product is [Cl:1][C:2]1[C:3]([CH3:40])=[C:4]([C:18]2[CH:23]=[CH:22][CH:21]=[C:20]([CH2:24][O:25][C:26]3[CH:39]=[CH:38][C:29]4[C@H:30]([CH2:33][C:34]([OH:36])=[O:35])[CH2:31][O:32][C:28]=4[CH:27]=3)[CH:19]=2)[C:5]([CH3:17])=[C:6]([Cl:16])[C:7]=1[O:8][CH2:9][CH2:10][CH2:11][S:12]([CH3:15])(=[O:14])=[O:13]. The yield is 0.860. (6) The reactants are [O:1]([C:3]1[CH:8]=[CH:7][C:6]([C:9]2[N:18]=[C:17]([C:19]([OH:21])=O)[C:16]3[C:11](=[CH:12][CH:13]=[CH:14][CH:15]=3)[N:10]=2)=[CH:5][CH:4]=1)[CH3:2].Br.[OH:23][C:24]1[C:33]([OH:34])=[CH:32][CH:31]=[C:30]2[C:25]=1[CH2:26][CH2:27][NH:28][CH2:29]2. No catalyst specified. The product is [O:1]([C:3]1[CH:8]=[CH:7][C:6]([C:9]2[N:18]=[C:17]([C:19]([N:28]3[CH2:27][CH2:26][C:25]4[C:30](=[CH:31][CH:32]=[C:33]([OH:34])[C:24]=4[OH:23])[CH2:29]3)=[O:21])[C:16]3[C:11](=[CH:12][CH:13]=[CH:14][CH:15]=3)[N:10]=2)=[CH:5][CH:4]=1)[CH3:2]. The yield is 0.0900.